From a dataset of Forward reaction prediction with 1.9M reactions from USPTO patents (1976-2016). Predict the product of the given reaction. (1) Given the reactants CO[C:3]([C:5]1[CH:14]=[CH:13][C:12]2[CH2:11][CH2:10][CH:9]([NH2:15])[CH2:8][C:7]=2[CH:6]=1)=[O:4].[Cl:16][C:17]1[CH:22]=[CH:21][C:20]([S:23](Cl)(=[O:25])=[O:24])=[CH:19][CH:18]=1.[OH:27][NH2:28].[OH-].[K+], predict the reaction product. The product is: [OH:27][NH:28][C:3]([C:5]1[CH:14]=[CH:13][C:12]2[CH2:11][CH2:10][CH:9]([NH:15][S:23]([C:20]3[CH:21]=[CH:22][C:17]([Cl:16])=[CH:18][CH:19]=3)(=[O:25])=[O:24])[CH2:8][C:7]=2[CH:6]=1)=[O:4]. (2) The product is: [C:7]([C:9]1[N:10]=[CH:11][C:12]([O:15][C:16]2[C:17]3[C:21]([CH:22]=[C:23]([C:25]([NH:27][C:28]4[CH:33]=[CH:32][C:31]([CH3:34])=[CH:30][N:29]=4)=[O:26])[CH:24]=2)=[N:20][N:19]([CH2:35][CH3:36])[CH:18]=3)=[N:13][CH:14]=1)(=[O:8])[NH2:6]. Given the reactants COC1C=C(OC)C=CC=1C[N:6](CC1C=CC(OC)=CC=1OC)[C:7]([C:9]1[N:10]=[CH:11][C:12]([O:15][C:16]2[C:17]3[C:21]([CH:22]=[C:23]([C:25]([NH:27][C:28]4[CH:33]=[CH:32][C:31]([CH3:34])=[CH:30][N:29]=4)=[O:26])[CH:24]=2)=[N:20][N:19]([CH2:35][CH3:36])[CH:18]=3)=[N:13][CH:14]=1)=[O:8].C([SiH](CC)CC)C.FC(F)(F)C(O)=O, predict the reaction product. (3) Given the reactants [CH3:1][O:2][C:3]1[C:23]2[C:22]([CH3:25])([CH3:24])[NH+:10]3[CH2:11][CH2:12][C:13]4[C:18]([CH:9]3[CH:8]([CH2:26][C:27]3[CH:32]=[CH:31][CH:30]=[CH:29][N:28]=3)[C:7]=2[CH:6]=[CH:5][C:4]=1[O:33][CH3:34])=[CH:17][C:16]1[O:19][CH2:20][O:21][C:15]=1[CH:14]=4.[Br-].[BH4-].[Na+], predict the reaction product. The product is: [CH3:1][O:2][C:3]1[C:23]2[C:22]([CH3:24])([CH3:25])[N:10]3[CH2:11][CH2:12][C:13]4[C:18]([CH:9]3[CH:8]([CH2:26][C:27]3[CH:32]=[CH:31][CH:30]=[CH:29][N:28]=3)[C:7]=2[CH:6]=[CH:5][C:4]=1[O:33][CH3:34])=[CH:17][C:16]1[O:19][CH2:20][O:21][C:15]=1[CH:14]=4. (4) Given the reactants C(OC([NH:8][C:9]1[S:13][C:12]([C:14]2[CH:23]=[CH:22][C:17]([C:18]([O:20][CH3:21])=[O:19])=[CH:16][CH:15]=2)=[CH:11][C:10]=1[C:24]([N:26]1[CH2:31][CH2:30][CH:29]([N:32]2[CH2:44][CH2:43][CH2:42][C:34]3([C:38](=[O:39])[O:37][C:36]([CH3:41])([CH3:40])[CH2:35]3)[CH2:33]2)[CH2:28][CH2:27]1)=[O:25])=O)(C)(C)C.C(=O)([O-])O.[Na+], predict the reaction product. The product is: [NH2:8][C:9]1[S:13][C:12]([C:14]2[CH:15]=[CH:16][C:17]([C:18]([O:20][CH3:21])=[O:19])=[CH:22][CH:23]=2)=[CH:11][C:10]=1[C:24]([N:26]1[CH2:27][CH2:28][CH:29]([N:32]2[CH2:44][CH2:43][CH2:42][C:34]3([C:38](=[O:39])[O:37][C:36]([CH3:41])([CH3:40])[CH2:35]3)[CH2:33]2)[CH2:30][CH2:31]1)=[O:25].